Predict the product of the given reaction. From a dataset of Forward reaction prediction with 1.9M reactions from USPTO patents (1976-2016). (1) Given the reactants [CH:1]1[C:10]2[C:5](=[C:6]([C:11]3[CH:12]=[C:13]4[C:18](=[CH:19][CH:20]=3)[C:17]([C:21]([OH:23])=O)=[CH:16][CH:15]=[CH:14]4)[CH:7]=[CH:8][CH:9]=2)[CH:4]=[CH:3][N:2]=1.[Cl-:24].CN(C=O)C, predict the reaction product. The product is: [CH:1]1[C:10]2[C:5](=[C:6]([C:11]3[CH:12]=[C:13]4[C:18](=[CH:19][CH:20]=3)[C:17]([C:21]([Cl:24])=[O:23])=[CH:16][CH:15]=[CH:14]4)[CH:7]=[CH:8][CH:9]=2)[CH:4]=[CH:3][N:2]=1. (2) Given the reactants O=[C:2]1[CH2:6][CH2:5][CH:4]([N:7]2[C:15](=[O:16])[C:14]3[C:9](=[CH:10][CH:11]=[CH:12][CH:13]=3)[C:8]2=[O:17])[CH2:3]1.Cl.[C:19]([C:21]1[CH:26]=[CH:25][C:24]([NH:27]N)=[CH:23][CH:22]=1)#[N:20], predict the reaction product. The product is: [O:17]=[C:8]1[C:9]2[C:14](=[CH:13][CH:12]=[CH:11][CH:10]=2)[C:15](=[O:16])[N:7]1[CH:4]1[CH2:5][C:6]2[NH:27][C:24]3[CH:23]=[CH:22][C:21]([C:19]#[N:20])=[CH:26][C:25]=3[C:2]=2[CH2:3]1. (3) Given the reactants [F:1][C:2]1[CH:7]=[CH:6][C:5]([C:8]2[CH:13]=[CH:12][N:11]=[CH:10][C:9]=2[NH:14][CH3:15])=[C:4]([CH3:16])[CH:3]=1.CCN(C(C)C)C(C)C.[Cl:26][C:27]1[CH:28]=[C:29]([CH:33]=[C:34]([Cl:36])[CH:35]=1)[C:30](Cl)=[O:31], predict the reaction product. The product is: [Cl:26][C:27]1[CH:28]=[C:29]([CH:33]=[C:34]([Cl:36])[CH:35]=1)[C:30]([N:14]([C:9]1[CH:10]=[N:11][CH:12]=[CH:13][C:8]=1[C:5]1[CH:6]=[CH:7][C:2]([F:1])=[CH:3][C:4]=1[CH3:16])[CH3:15])=[O:31]. (4) The product is: [F:9][C:4]1[C:3]([CH3:10])=[C:2]([CH2:13][C@H:14]([OH:15])[CH3:17])[CH:7]=[CH:6][C:5]=1[F:8]. Given the reactants Br[C:2]1[CH:7]=[CH:6][C:5]([F:8])=[C:4]([F:9])[C:3]=1[CH3:10].N#N.[CH3:13][CH2:14][OH:15].[Li][CH:17](CC)C.C1CCCCC1.B(F)(F)F.C(OCC)C, predict the reaction product. (5) Given the reactants [F:1][C:2]1[CH:7]=[CH:6][C:5]([C:8]2[C:9]3[C:10](=[N:27][N:28]([CH2:30][CH:31]=O)[CH:29]=3)[N:11]=[C:12]([C:20]3[CH:25]=[CH:24][C:23]([F:26])=[CH:22][CH:21]=3)[C:13]=2[C:14]2[CH:19]=[CH:18][N:17]=[CH:16][CH:15]=2)=[CH:4][CH:3]=1.C(O[BH-](OC(=O)C)OC(=O)C)(=O)C.[Na+].[OH:47][CH:48]1[CH2:53][CH2:52][NH:51][CH2:50][CH2:49]1, predict the reaction product. The product is: [F:1][C:2]1[CH:7]=[CH:6][C:5]([C:8]2[C:9]3[C:10](=[N:27][N:28]([CH2:30][CH2:31][N:51]4[CH2:52][CH2:53][CH:48]([OH:47])[CH2:49][CH2:50]4)[CH:29]=3)[N:11]=[C:12]([C:20]3[CH:25]=[CH:24][C:23]([F:26])=[CH:22][CH:21]=3)[C:13]=2[C:14]2[CH:15]=[CH:16][N:17]=[CH:18][CH:19]=2)=[CH:4][CH:3]=1. (6) Given the reactants [O:1]1[CH2:6][CH2:5][CH:4]([C:7]([OH:9])=O)[CH2:3][CH2:2]1.B.C1COCC1.O.[S:17](Cl)([C:20]1[CH:26]=[CH:25][C:23]([CH3:24])=[CH:22][CH:21]=1)(=[O:19])=[O:18], predict the reaction product. The product is: [O:1]1[CH2:2][CH2:3][CH:4]([CH2:7][O:9][S:17]([C:20]2[CH:26]=[CH:25][C:23]([CH3:24])=[CH:22][CH:21]=2)(=[O:19])=[O:18])[CH2:5][CH2:6]1.